This data is from Catalyst prediction with 721,799 reactions and 888 catalyst types from USPTO. The task is: Predict which catalyst facilitates the given reaction. (1) Reactant: [CH:1]1([CH2:4][N:5]2[CH2:11][CH2:10][C:9]3[S:12][C:13]([NH:15][C:16]4[N:21]=[CH:20][C:19]([F:22])=[CH:18][N:17]=4)=[N:14][C:8]=3[C:7]3=[CH:23][N:24](CC4C=CC(OC)=CC=4)[N:25]=[C:6]23)[CH2:3][CH2:2]1.C(O)(C(F)(F)F)=O. Product: [CH:1]1([CH2:4][N:5]2[CH2:11][CH2:10][C:9]3[S:12][C:13]([NH:15][C:16]4[N:17]=[CH:18][C:19]([F:22])=[CH:20][N:21]=4)=[N:14][C:8]=3[C:7]3=[CH:23][NH:24][N:25]=[C:6]23)[CH2:2][CH2:3]1. The catalyst class is: 6. (2) Reactant: [NH2:1][C:2]1[N:7]=[C:6]([C:8]2[O:9][CH:10]=[CH:11][CH:12]=2)[C:5]([C:13]#[N:14])=[C:4](S(C)(=O)=O)[N:3]=1.[CH2:19]([NH2:23])[CH2:20][CH2:21][CH3:22]. Product: [NH2:1][C:2]1[N:3]=[C:4]([NH:23][CH2:19][CH2:20][CH2:21][CH3:22])[C:5]([C:13]#[N:14])=[C:6]([C:8]2[O:9][CH:10]=[CH:11][CH:12]=2)[N:7]=1. The catalyst class is: 57. (3) The catalyst class is: 9. Reactant: BrCCCC[N:6]1[C:10](=[O:11])[C:9]2=[CH:12][CH:13]=[CH:14][CH:15]=[C:8]2[C:7]1=[O:16].O. Product: [C:10]1(=[O:11])[NH:6][C:7](=[O:16])[C:8]2=[CH:15][CH:14]=[CH:13][CH:12]=[C:9]12. (4) Reactant: [Cl:1][C:2]1[CH:14]=[CH:13][C:5]2[NH:6][C:7]([S:9][CH2:10][CH2:11][NH2:12])=[N:8][C:4]=2[CH:3]=1.[N:15]1[CH:20]=[CH:19][CH:18]=[C:17]([O:21][C:22]2[CH:30]=[CH:29][C:25]([C:26](O)=[O:27])=[CH:24][CH:23]=2)[CH:16]=1.CCN=C=NCCCN(C)C.C1C=CC2N(O)N=NC=2C=1.CN1CCOCC1. Product: [Cl:1][C:2]1[CH:14]=[CH:13][C:5]2[NH:6][C:7]([S:9][CH2:10][CH2:11][NH:12][C:26](=[O:27])[C:25]3[CH:24]=[CH:23][C:22]([O:21][C:17]4[CH:16]=[N:15][CH:20]=[CH:19][CH:18]=4)=[CH:30][CH:29]=3)=[N:8][C:4]=2[CH:3]=1. The catalyst class is: 18. (5) Reactant: [C:1]([NH:5][C:6]([C:8]1[CH:9]=[C:10]([CH:34]=[CH:35][CH:36]=1)[O:11][C:12]1[CH:17]=[CH:16][C:15]([NH:18][C:19]2[C:29]3[CH:28]=[C:27]([C:30](O)=[O:31])[CH2:26][CH2:25][NH:24][C:23]=3[N:22]=[CH:21][N:20]=2)=[CH:14][C:13]=1[Cl:33])=[O:7])([CH3:4])([CH3:3])[CH3:2].Cl.[CH3:38][C:39]([NH2:46])([CH3:45])[CH2:40][S:41]([CH3:44])(=[O:43])=[O:42].Cl.C(N=C=NCCCN(C)C)C.O.ON1C2C=CC=CC=2N=N1. Product: [C:1]([NH:5][C:6]([C:8]1[CH:9]=[C:10]([CH:34]=[CH:35][CH:36]=1)[O:11][C:12]1[CH:17]=[CH:16][C:15]([NH:18][C:19]2[C:29]3[CH:28]=[C:27]([C:30]([NH:46][C:39]([CH3:45])([CH3:38])[CH2:40][S:41]([CH3:44])(=[O:43])=[O:42])=[O:31])[CH2:26][CH2:25][NH:24][C:23]=3[N:22]=[CH:21][N:20]=2)=[CH:14][C:13]=1[Cl:33])=[O:7])([CH3:2])([CH3:3])[CH3:4]. The catalyst class is: 289. (6) Reactant: C([O:5][C:6]([CH:8]1[CH:12]([C:13]2[CH:18]=[CH:17][CH:16]=[C:15]([Cl:19])[C:14]=2[F:20])[C:11]([C:23]2[CH:28]=[CH:27][C:26]([Cl:29])=[CH:25][C:24]=2[F:30])([C:21]#[N:22])[CH:10]([CH2:31][C:32]2([C:38](C)(C)[O:39][SiH2]C(C)(C)C)[CH2:37][CH2:36][CH:35]=[CH:34][CH2:33]2)[NH:9]1)=[O:7])(C)(C)C.[F:47][C:48]([F:53])([F:52])[C:49]([OH:51])=[O:50]. Product: [F:47][C:48]([F:53])([F:52])[C:49]([OH:51])=[O:50].[Cl:19][C:15]1[C:14]([F:20])=[C:13]([CH:12]2[C:11]([C:23]3[CH:28]=[CH:27][C:26]([Cl:29])=[CH:25][C:24]=3[F:30])([C:21]#[N:22])[CH:10]([CH2:31][C:32]3([CH2:38][OH:39])[CH2:37][CH2:36][CH:35]=[CH:34][CH2:33]3)[NH:9][CH:8]2[C:6]([OH:7])=[O:5])[CH:18]=[CH:17][CH:16]=1. The catalyst class is: 4. (7) Product: [N:1]1([CH2:13][C:14]([N:16]2[C:24]3[C:19](=[CH:20][C:21]([NH:25][C:26]([C:28]4[C:29]([C:34]5[CH:35]=[CH:36][C:37]([C:40]([F:43])([F:41])[F:42])=[CH:38][CH:39]=5)=[CH:30][CH:31]=[CH:32][CH:33]=4)=[O:27])=[CH:22][CH:23]=3)[CH2:18][CH2:17]2)=[O:15])[CH:5]=[CH:4][N:3]=[CH:2]1. Reactant: [NH:1]1[CH:5]=[CH:4][N:3]=[CH:2]1.CC(C)([O-])C.[K+].Cl[CH2:13][C:14]([N:16]1[C:24]2[C:19](=[CH:20][C:21]([NH:25][C:26]([C:28]3[C:29]([C:34]4[CH:39]=[CH:38][C:37]([C:40]([F:43])([F:42])[F:41])=[CH:36][CH:35]=4)=[CH:30][CH:31]=[CH:32][CH:33]=3)=[O:27])=[CH:22][CH:23]=2)[CH2:18][CH2:17]1)=[O:15].C(OCC)(=O)C. The catalyst class is: 35. (8) Reactant: [CH2:1]([CH:8]([C:14](OCC)=O)[C:9]([O:11]CC)=[O:10])[C:2]1[CH:7]=[CH:6][CH:5]=[CH:4][CH:3]=1.[H-].[Na+].BrC[C:23](OCC)=[O:24].[OH-].[Na+]. Product: [O:24]=[C:23]1[C:3]2[C:2](=[CH:7][CH:6]=[CH:5][CH:4]=2)[CH2:1][CH:8]([C:9]([OH:11])=[O:10])[CH2:14]1. The catalyst class is: 40.